This data is from Forward reaction prediction with 1.9M reactions from USPTO patents (1976-2016). The task is: Predict the product of the given reaction. (1) Given the reactants [NH2:1][C:2]1[N:6]([C@@H:7]2[CH2:12][CH2:11][CH2:10][N:9]([C:13]([O:15][C:16]([CH3:19])([CH3:18])[CH3:17])=[O:14])[CH2:8]2)[N:5]=[C:4]([C:20]2[CH:25]=[CH:24][C:23]([O:26][CH2:27][C:28]3[CH:33]=[CH:32][CH:31]=[CH:30][CH:29]=3)=[CH:22][CH:21]=2)[C:3]=1[C:34]#[N:35].OO.CS(C)=[O:40].[OH-].[Na+], predict the reaction product. The product is: [NH2:1][C:2]1[N:6]([C@@H:7]2[CH2:12][CH2:11][CH2:10][N:9]([C:13]([O:15][C:16]([CH3:19])([CH3:17])[CH3:18])=[O:14])[CH2:8]2)[N:5]=[C:4]([C:20]2[CH:21]=[CH:22][C:23]([O:26][CH2:27][C:28]3[CH:29]=[CH:30][CH:31]=[CH:32][CH:33]=3)=[CH:24][CH:25]=2)[C:3]=1[C:34](=[O:40])[NH2:35]. (2) Given the reactants Cl[C:2]1[N:7]2[N:8]=[C:9]([CH3:20])[C:10]([C:11]3[C:16]([CH3:17])=[CH:15][C:14]([CH3:18])=[CH:13][C:12]=3[CH3:19])=[C:6]2[N:5]=[C:4]([CH3:21])[C:3]=1[CH2:22][CH2:23]Cl.NC(N)=[S:27].C(=O)([O-])[O-].[Na+].[Na+].O, predict the reaction product. The product is: [C:16]1([CH3:17])[CH:15]=[C:14]([CH3:18])[CH:13]=[C:12]([CH3:19])[C:11]=1[C:10]1[C:9]([CH3:20])=[N:8][N:7]2[C:2]3[S:27][CH2:23][CH2:22][C:3]=3[C:4]([CH3:21])=[N:5][C:6]=12. (3) The product is: [CH:1]1([O:6][C:8]2[CH:9]=[C:10]([CH3:17])[CH:11]=[CH:12][C:13]=2[N+:14]([O-:16])=[O:15])[CH2:5][CH2:4][CH2:3][CH2:2]1.[CH:18]1([O:23][C:24]2[CH:30]=[C:29]([CH3:31])[CH:28]=[CH:27][C:25]=2[NH:26][C:1]([NH:32][C:33]2[S:34][CH:35]=[CH:36][N:37]=2)=[O:6])[CH2:22][CH2:21][CH2:20][CH2:19]1. Given the reactants [CH:1]1([OH:6])[CH2:5][CH2:4][CH2:3][CH2:2]1.F[C:8]1[CH:9]=[C:10]([CH3:17])[CH:11]=[CH:12][C:13]=1[N+:14]([O-:16])=[O:15].[CH:18]1([O:23][C:24]2[CH:30]=[C:29]([CH3:31])[CH:28]=[CH:27][C:25]=2[NH2:26])[CH2:22][CH2:21][CH2:20][CH2:19]1.[NH2:32][C:33]1[S:34][CH:35]=[CH:36][N:37]=1, predict the reaction product. (4) Given the reactants [H-].[Na+].[CH3:3][N:4]([CH2:6][CH2:7][OH:8])[CH3:5].Cl[C:10]1[CH:15]=[C:14]([N:16]2[C:20]3[N:21]=[C:22]([N:50]4[CH2:55][CH2:54][O:53][CH2:52][CH2:51]4)[N:23]=[C:24]([C:25]4[CH:26]=[N:27][C:28]([N:31]([CH2:41][C:42]5[CH:47]=[CH:46][C:45]([O:48][CH3:49])=[CH:44][CH:43]=5)[CH2:32][C:33]5[CH:38]=[CH:37][C:36]([O:39][CH3:40])=[CH:35][CH:34]=5)=[N:29][CH:30]=4)[C:19]=3[CH2:18][CH2:17]2)[CH:13]=[CH:12][N:11]=1, predict the reaction product. The product is: [CH3:3][N:4]([CH3:5])[CH2:6][CH2:7][O:8][C:12]1[CH:13]=[C:14]([N:16]2[C:20]3[N:21]=[C:22]([N:50]4[CH2:51][CH2:52][O:53][CH2:54][CH2:55]4)[N:23]=[C:24]([C:25]4[CH:30]=[N:29][C:28]([N:31]([CH2:32][C:33]5[CH:38]=[CH:37][C:36]([O:39][CH3:40])=[CH:35][CH:34]=5)[CH2:41][C:42]5[CH:43]=[CH:44][C:45]([O:48][CH3:49])=[CH:46][CH:47]=5)=[N:27][CH:26]=4)[C:19]=3[CH2:18][CH2:17]2)[CH:15]=[CH:10][N:11]=1. (5) Given the reactants [O:1]=[C:2]1[N:6]2[CH:7]=[C:8]([C:11]3[CH:16]=[CH:15][C:14]([C:17]([F:20])([F:19])[F:18])=[CH:13][CH:12]=3)[CH:9]=[CH:10][C:5]2=[N:4][N:3]1[CH2:21][C:22]([NH:24][CH2:25][C:26](=[O:28])[CH3:27])=O, predict the reaction product. The product is: [CH3:27][C:26]1[O:28][C:22]([CH2:21][N:3]2[C:2](=[O:1])[N:6]3[CH:7]=[C:8]([C:11]4[CH:16]=[CH:15][C:14]([C:17]([F:19])([F:20])[F:18])=[CH:13][CH:12]=4)[CH:9]=[CH:10][C:5]3=[N:4]2)=[N:24][CH:25]=1. (6) Given the reactants C1(C)[CH:6]=[CH:5][C:4](S(O)(=O)=O)=[CH:3]C=1.CO[C:14]1[CH2:19]CCC[CH:15]=1.[CH3:20][O:21][C:22]([CH3:24])=[CH2:23].[O:25]1C=CCCC1.[CH3:31][CH:32]([O:36]C(C)=O)[CH2:33]OC, predict the reaction product. The product is: [C:20]([O:21][C:22]12[CH2:3][CH:4]3[CH2:5][CH:6]([CH2:31][C:32]([OH:36])([CH2:33]3)[CH2:23]1)[CH2:24]2)(=[O:25])[C:14]([CH3:19])=[CH2:15]. (7) The product is: [C:1]([O:5][C:6](=[O:18])[CH2:7][CH2:8][C:9]1[CH:14]=[CH:13][C:12]([OH:15])=[CH:11][C:10]=1[CH2:16][NH:17][C:23]([NH:22][CH:19]([CH3:21])[CH3:20])=[O:24])([CH3:4])([CH3:2])[CH3:3]. Given the reactants [C:1]([O:5][C:6](=[O:18])[CH2:7][CH2:8][C:9]1[CH:14]=[CH:13][C:12]([OH:15])=[CH:11][C:10]=1[CH2:16][NH2:17])([CH3:4])([CH3:3])[CH3:2].[CH:19]([N:22]=[C:23]=[O:24])([CH3:21])[CH3:20], predict the reaction product.